This data is from Forward reaction prediction with 1.9M reactions from USPTO patents (1976-2016). The task is: Predict the product of the given reaction. Given the reactants [C:1]([O:5][C:6]([NH:8][CH2:9][C@@H:10]1[O:15][C:14]2[N:16]=[CH:17][C:18]([C:20]([O:22]C)=[O:21])=[CH:19][C:13]=2[NH:12][C:11]1=[O:24])=[O:7])([CH3:4])([CH3:3])[CH3:2].[OH-].[Na+].Cl, predict the reaction product. The product is: [C:1]([O:5][C:6]([NH:8][CH2:9][C@@H:10]1[O:15][C:14]2[N:16]=[CH:17][C:18]([C:20]([OH:22])=[O:21])=[CH:19][C:13]=2[NH:12][C:11]1=[O:24])=[O:7])([CH3:4])([CH3:2])[CH3:3].